Dataset: NCI-60 drug combinations with 297,098 pairs across 59 cell lines. Task: Regression. Given two drug SMILES strings and cell line genomic features, predict the synergy score measuring deviation from expected non-interaction effect. (1) Cell line: PC-3. Synergy scores: CSS=0.949, Synergy_ZIP=0.408, Synergy_Bliss=0.975, Synergy_Loewe=-2.14, Synergy_HSA=-0.478. Drug 2: B(C(CC(C)C)NC(=O)C(CC1=CC=CC=C1)NC(=O)C2=NC=CN=C2)(O)O. Drug 1: CCCS(=O)(=O)NC1=C(C(=C(C=C1)F)C(=O)C2=CNC3=C2C=C(C=N3)C4=CC=C(C=C4)Cl)F. (2) Drug 1: C1CCC(CC1)NC(=O)N(CCCl)N=O. Drug 2: B(C(CC(C)C)NC(=O)C(CC1=CC=CC=C1)NC(=O)C2=NC=CN=C2)(O)O. Cell line: LOX IMVI. Synergy scores: CSS=41.4, Synergy_ZIP=0.831, Synergy_Bliss=2.49, Synergy_Loewe=5.94, Synergy_HSA=5.49. (3) Synergy scores: CSS=32.4, Synergy_ZIP=0.421, Synergy_Bliss=-2.05, Synergy_Loewe=-27.4, Synergy_HSA=-0.342. Cell line: SN12C. Drug 2: CC1CCCC2(C(O2)CC(NC(=O)CC(C(C(=O)C(C1O)C)(C)C)O)C(=CC3=CSC(=N3)C)C)C. Drug 1: CC1=CC=C(C=C1)C2=CC(=NN2C3=CC=C(C=C3)S(=O)(=O)N)C(F)(F)F. (4) Drug 1: C1CN(P(=O)(OC1)NCCCl)CCCl. Drug 2: C1C(C(OC1N2C=NC3=C2NC=NCC3O)CO)O. Cell line: HOP-62. Synergy scores: CSS=3.97, Synergy_ZIP=0.150, Synergy_Bliss=-3.09, Synergy_Loewe=-1.91, Synergy_HSA=-3.75. (5) Drug 2: C1=NC2=C(N=C(N=C2N1C3C(C(C(O3)CO)O)O)F)N. Cell line: HCC-2998. Drug 1: C1C(C(OC1N2C=C(C(=O)NC2=O)F)CO)O. Synergy scores: CSS=53.9, Synergy_ZIP=-6.79, Synergy_Bliss=-10.1, Synergy_Loewe=-5.55, Synergy_HSA=-3.44.